From a dataset of Experimentally validated miRNA-target interactions with 360,000+ pairs, plus equal number of negative samples. Binary Classification. Given a miRNA mature sequence and a target amino acid sequence, predict their likelihood of interaction. (1) The protein sequence of the target gene is MGENDPPAAEAPFSFRSLFGLDDLKISPVAPDGDAVAAQILSLLPLKFFPIIVIGIIALILALAIGLGIHFDCSGKYRCHSSFKCIELTARCDGVSDCKNAEDEYRCVRVSGQRAALQVFTAAAWRTMCSDDWKSHYAKIACAQLGFPSYVSSDHLRVDALEEQFQGDFVSINHLLSDDKVTALHHSVYMREGCTSGHVVTLKCSACGTRTGYSPRIVGGNMSSLTQWPWQVSLQFQGYHLCGGSIITPLWIVTAAHCVYDLYHPKSWTVQVGLVSLMDSPVPSHLVEKIIYHSKYKPKR.... Result: 0 (no interaction). The miRNA is hsa-miR-6788-5p with sequence CUGGGAGAAGAGUGGUGAAGA. (2) The miRNA is mmu-miR-471-5p with sequence UACGUAGUAUAGUGCUUUUCAC. The protein sequence of the target gene is MKGETPVNSTMSIGQARKMVEQLKIEASLCRIKVSKAAADLMTYCDAHACEDPLITPVPTSENPFREKKFFCALL. Result: 0 (no interaction).